From a dataset of Full USPTO retrosynthesis dataset with 1.9M reactions from patents (1976-2016). Predict the reactants needed to synthesize the given product. (1) Given the product [C:34]([O:38][C:39]([N:41]1[CH2:44][C:43](=[CH:7][C:8]2[S:16][C:15]3[C:14]([N:17]4[CH2:18][CH2:19][O:20][CH2:21][CH2:22]4)=[N:13][C:12]([Cl:23])=[N:11][C:10]=3[CH:9]=2)[CH2:42]1)=[O:40])([CH3:37])([CH3:35])[CH3:36], predict the reactants needed to synthesize it. The reactants are: COP([CH2:7][C:8]1[S:16][C:15]2[C:14]([N:17]3[CH2:22][CH2:21][O:20][CH2:19][CH2:18]3)=[N:13][C:12]([Cl:23])=[N:11][C:10]=2[CH:9]=1)(=O)OC.[Li+].C[Si]([N-][Si](C)(C)C)(C)C.[C:34]([O:38][C:39]([N:41]1[CH2:44][C:43](=O)[CH2:42]1)=[O:40])([CH3:37])([CH3:36])[CH3:35]. (2) Given the product [Cl:34][C:31]1[CH:30]=[CH:29][C:28]([CH:10]([C:7]2[CH:6]=[CH:5][C:4]([C:1](=[O:3])[NH:37][CH2:38][CH3:39])=[CH:9][CH:8]=2)[N:11]2[CH2:14][C:13](=[C:15]([C:20]3[CH:25]=[C:24]([F:26])[CH:23]=[C:22]([F:27])[CH:21]=3)[S:16]([CH3:19])(=[O:17])=[O:18])[CH2:12]2)=[CH:33][CH:32]=1, predict the reactants needed to synthesize it. The reactants are: [C:1]([C:4]1[CH:9]=[CH:8][C:7]([CH:10]([C:28]2[CH:33]=[CH:32][C:31]([Cl:34])=[CH:30][CH:29]=2)[N:11]2[CH2:14][C:13](=[C:15]([C:20]3[CH:25]=[C:24]([F:26])[CH:23]=[C:22]([F:27])[CH:21]=3)[S:16]([CH3:19])(=[O:18])=[O:17])[CH2:12]2)=[CH:6][CH:5]=1)([OH:3])=O.Cl.C[NH:37][CH:38](N=C=NCC)[CH2:39]CNC.O.OC1C2N=NNC=2C=CC=1.C(N)C.